Task: Predict the product of the given reaction.. Dataset: Forward reaction prediction with 1.9M reactions from USPTO patents (1976-2016) Given the reactants [Cl:1][C:2]1[CH:18]=[CH:17][C:5]([O:6][C:7]2[CH:14]=[CH:13][C:10]([C:11]#N)=[C:9]([O:15][CH3:16])[CH:8]=2)=[C:4]([O:19][C:20]([F:23])([F:22])[F:21])[CH:3]=1.[OH-:24].[K+].C(O)CO.[OH2:30], predict the reaction product. The product is: [Cl:1][C:2]1[CH:18]=[CH:17][C:5]([O:6][C:7]2[CH:14]=[CH:13][C:10]([C:11]([OH:30])=[O:24])=[C:9]([O:15][CH3:16])[CH:8]=2)=[C:4]([O:19][C:20]([F:23])([F:22])[F:21])[CH:3]=1.